Dataset: Full USPTO retrosynthesis dataset with 1.9M reactions from patents (1976-2016). Task: Predict the reactants needed to synthesize the given product. (1) Given the product [C:1]1([C@@H:7]([OH:9])[CH3:8])[CH:6]=[CH:5][CH:4]=[CH:3][CH:2]=1, predict the reactants needed to synthesize it. The reactants are: [C:1]1([CH:7]([OH:9])[CH3:8])[CH:6]=[CH:5][CH:4]=[CH:3][CH:2]=1.C(OC(C)=C)(=O)C.C1([C@H](O)C)C=CC=CC=1. (2) Given the product [C:1]([C:3]([C:6]1[CH:7]=[C:8]([CH:12]=[CH:13][CH:14]=1)[C:9]([NH:21][C:22]1[CH:27]=[CH:26][CH:25]=[C:24]([OH:28])[CH:23]=1)=[O:11])([CH3:4])[CH3:5])#[N:2], predict the reactants needed to synthesize it. The reactants are: [C:1]([C:3]([C:6]1[CH:7]=[C:8]([CH:12]=[CH:13][CH:14]=1)[C:9]([OH:11])=O)([CH3:5])[CH3:4])#[N:2].C(Cl)(=O)C(Cl)=O.[NH2:21][C:22]1[CH:23]=[C:24]([OH:28])[CH:25]=[CH:26][CH:27]=1.C(=O)([O-])O.[Na+].